This data is from Ames mutagenicity test results for genotoxicity prediction. The task is: Regression/Classification. Given a drug SMILES string, predict its toxicity properties. Task type varies by dataset: regression for continuous values (e.g., LD50, hERG inhibition percentage) or binary classification for toxic/non-toxic outcomes (e.g., AMES mutagenicity, cardiotoxicity, hepatotoxicity). Dataset: ames. The molecule is CC1(c2ccc(-c3ccccc3)cc2)CO1. The result is 1 (mutagenic).